This data is from Catalyst prediction with 721,799 reactions and 888 catalyst types from USPTO. The task is: Predict which catalyst facilitates the given reaction. (1) Reactant: C(OC([N:8]1[C:13]2[CH:14]=[C:15]([Cl:21])[C:16]([N:18]([CH3:20])[CH3:19])=[CH:17][C:12]=2[O:11][CH:10]([C:22]([N:24]2[CH2:29][CH2:28][C:27](C#N)([C:30]([F:39])([F:38])[C:31]3[CH:36]=[CH:35][C:34]([F:37])=[CH:33][CH:32]=3)[CH2:26][CH2:25]2)=[O:23])[CH2:9]1)=O)(C)(C)C.FC(F)(F)C(O)=O. Product: [Cl:21][C:15]1[C:16]([N:18]([CH3:20])[CH3:19])=[CH:17][C:12]2[O:11][CH:10]([C:22]([N:24]3[CH2:29][CH2:28][CH:27]([C:30]([F:39])([F:38])[C:31]4[CH:36]=[CH:35][C:34]([F:37])=[CH:33][CH:32]=4)[CH2:26][CH2:25]3)=[O:23])[CH2:9][NH:8][C:13]=2[CH:14]=1. The catalyst class is: 2. (2) Reactant: C1(P(C2C=CC=CC=2)C2C=CC=CC=2)C=CC=CC=1.[C:20]([Br:24])(Br)(Br)Br.[CH:25]([C:28]1[CH:29]=[C:30]([CH:43]=[CH:44][C:45]=1[O:46][CH2:47][O:48][CH3:49])[CH2:31][C:32]1[C:39]([CH3:40])=[CH:38][C:35](CO)=[C:34]([CH3:41])[C:33]=1[CH3:42])([CH3:27])[CH3:26]. Product: [CH:25]([C:28]1[CH:29]=[C:30]([CH:43]=[CH:44][C:45]=1[O:46][CH2:47][O:48][CH3:49])[CH2:31][C:32]1[C:39]([CH3:40])=[CH:38][C:35]([CH2:20][Br:24])=[C:34]([CH3:41])[C:33]=1[CH3:42])([CH3:27])[CH3:26]. The catalyst class is: 27. (3) Reactant: [C:1]([C:4]1[C:5]([NH:13][C:14]([C:16]2[C:20]3[CH:21]=[CH:22][CH:23]=[CH:24][C:19]=3[O:18][CH:17]=2)=O)=[CH:6][C:7]2[O:11][CH2:10][O:9][C:8]=2[CH:12]=1)(=[O:3])[CH3:2].CC(C)([O-])C.[K+].[Cl-].[NH4+].[K+].[Br-]. Product: [O:18]1[CH:17]=[C:16]([C:14]2[CH2:2][C:1](=[O:3])[C:4]3[C:5](=[CH:6][C:7]4[O:11][CH2:10][O:9][C:8]=4[CH:12]=3)[N:13]=2)[C:20]2[CH:21]=[CH:22][CH:23]=[CH:24][C:19]1=2. The catalyst class is: 107. (4) Reactant: [C:1]1([CH:7]([C:12]2[CH:17]=[CH:16][CH:15]=[CH:14][CH:13]=2)[CH2:8][C:9]([OH:11])=O)[CH:6]=[CH:5][CH:4]=[CH:3][CH:2]=1.[CH:18]([NH:21][NH:22][C:23](=[O:30])[C:24]1[CH:29]=[CH:28][CH:27]=[CH:26][CH:25]=1)([CH3:20])[CH3:19].C(N(CC)CC)C.C1C=CC2N(O)N=NC=2C=1.CCN=C=NCCCN(C)C. Product: [C:12]1([CH:7]([C:1]2[CH:2]=[CH:3][CH:4]=[CH:5][CH:6]=2)[CH2:8][C:9]([N:21]([CH:18]([CH3:20])[CH3:19])[NH:22][C:23](=[O:30])[C:24]2[CH:29]=[CH:28][CH:27]=[CH:26][CH:25]=2)=[O:11])[CH:17]=[CH:16][CH:15]=[CH:14][CH:13]=1. The catalyst class is: 3.